From a dataset of Full USPTO retrosynthesis dataset with 1.9M reactions from patents (1976-2016). Predict the reactants needed to synthesize the given product. (1) Given the product [C:10]([O:9][C:7](=[O:8])[C@@H:6]([NH:14][C:15](=[O:34])[NH:16][C@@H:17]([CH2:25][CH2:26][C:27]([O:29][C:30]([CH3:33])([CH3:32])[CH3:31])=[O:28])[C:18]([O:20][C:21]([CH3:22])([CH3:23])[CH3:24])=[O:19])[CH2:5][CH2:4][CH2:3][CH2:2][NH:1][C:51](=[O:52])[CH2:50][CH2:49][CH2:48][CH2:47][CH2:46][CH2:45][C:43]([O:42][N:39]1[C:40](=[O:41])[CH2:35][CH2:36][C:37]1=[O:38])=[O:44])([CH3:13])([CH3:12])[CH3:11], predict the reactants needed to synthesize it. The reactants are: [NH2:1][CH2:2][CH2:3][CH2:4][CH2:5][C@H:6]([NH:14][C:15](=[O:34])[NH:16][C@@H:17]([CH2:25][CH2:26][C:27]([O:29][C:30]([CH3:33])([CH3:32])[CH3:31])=[O:28])[C:18]([O:20][C:21]([CH3:24])([CH3:23])[CH3:22])=[O:19])[C:7]([O:9][C:10]([CH3:13])([CH3:12])[CH3:11])=[O:8].[CH2:35]1[C:40](=[O:41])[N:39]([O:42][C:43]([CH2:45][CH2:46][CH2:47][CH2:48][CH2:49][CH2:50][C:51](ON2C(=O)CCC2=O)=[O:52])=[O:44])[C:37](=[O:38])[CH2:36]1. (2) Given the product [Cl:3][C:4]1[CH:9]=[CH:8][C:7]([C:10]([NH:12][C@@H:13]([CH:18]2[CH2:23][CH2:22][CH2:21][CH2:20][CH2:19]2)[C:14]([OH:16])=[O:15])=[O:11])=[C:6]([NH:24][C:25]([NH:27][C:28]2[C:33]([CH3:34])=[CH:32][CH:31]=[CH:30][C:29]=2[CH3:35])=[O:26])[CH:5]=1, predict the reactants needed to synthesize it. The reactants are: [OH-].[Li+].[Cl:3][C:4]1[CH:9]=[CH:8][C:7]([C:10]([NH:12][C@@H:13]([CH:18]2[CH2:23][CH2:22][CH2:21][CH2:20][CH2:19]2)[C:14]([O:16]C)=[O:15])=[O:11])=[C:6]([NH:24][C:25]([NH:27][C:28]2[C:33]([CH3:34])=[CH:32][CH:31]=[CH:30][C:29]=2[CH3:35])=[O:26])[CH:5]=1.CO.Cl. (3) Given the product [Cl:1][C:2]1[C:11]2[CH2:10][N:9]([C@H:12]([CH:16]([CH3:17])[CH3:18])[C:13]([NH:22][C:23]3[CH:30]=[CH:29][CH:28]=[C:25]([C:26]#[N:27])[CH:24]=3)=[O:14])[C:8](=[O:19])[C:7]3=[CH:20][NH:21][C:5]([C:6]=23)=[N:4][CH:3]=1, predict the reactants needed to synthesize it. The reactants are: [Cl:1][C:2]1[C:11]2[CH2:10][N:9]([C@H:12]([CH:16]([CH3:18])[CH3:17])[C:13](O)=[O:14])[C:8](=[O:19])[C:7]3=[CH:20][NH:21][C:5]([C:6]=23)=[N:4][CH:3]=1.[NH2:22][C:23]1[CH:24]=[C:25]([CH:28]=[CH:29][CH:30]=1)[C:26]#[N:27].CN(C(ON1N=NC2C=CC=NC1=2)=[N+](C)C)C.F[P-](F)(F)(F)(F)F. (4) Given the product [CH:33]1[C:34]2[CH:22]([CH2:21][O:20][C:19]([N:8]3[CH2:9][C@H:5]([O:4][CH2:2][CH3:3])[CH2:6][C@H:7]3[C:10]([OH:12])=[O:11])=[O:35])[C:23]3[C:28](=[CH:27][CH:26]=[CH:25][CH:24]=3)[C:29]=2[CH:30]=[CH:31][CH:32]=1, predict the reactants needed to synthesize it. The reactants are: Cl.[CH2:2]([O:4][C@H:5]1[CH2:9][NH:8][C@H:7]([C:10]([OH:12])=[O:11])[CH2:6]1)[CH3:3].C(=O)([O-])[O-].[K+].[K+].[C:19](=O)([O:35]N1C(=O)CCC1=O)[O:20][CH2:21][CH:22]1[C:34]2[CH:33]=[CH:32][CH:31]=[CH:30][C:29]=2[C:28]2[C:23]1=[CH:24][CH:25]=[CH:26][CH:27]=2. (5) Given the product [CH2:8]([N:9]([CH2:10][C:11]1[NH:12][N:13]=[CH:14][CH:15]=1)[C:18](=[O:19])[CH2:17][Cl:16])[C:2]1[CH:7]=[CH:6][CH:5]=[CH:4][CH:3]=1, predict the reactants needed to synthesize it. The reactants are: Cl.[C:2]1([CH2:8][NH:9][CH2:10][C:11]2[CH:15]=[CH:14][NH:13][N:12]=2)[CH:7]=[CH:6][CH:5]=[CH:4][CH:3]=1.[Cl:16][CH2:17][C:18](Cl)=[O:19].O. (6) Given the product [CH3:12][N:4]([CH2:3][C@H:2]([NH:1][C:19](=[O:24])[CH2:20][CH2:21][CH:22]=[CH2:23])[C:13]1[CH:14]=[CH:15][CH:16]=[CH:17][CH:18]=1)[C:5](=[O:11])[C@H:6]([CH3:10])[CH2:7][CH:8]=[CH2:9], predict the reactants needed to synthesize it. The reactants are: [NH2:1][C@H:2]([C:13]1[CH:18]=[CH:17][CH:16]=[CH:15][CH:14]=1)[CH2:3][N:4]([CH3:12])[C:5](=[O:11])[C@H:6]([CH3:10])[CH2:7][CH:8]=[CH2:9].[C:19](O)(=[O:24])[CH2:20][CH2:21][CH:22]=[CH2:23].